This data is from Forward reaction prediction with 1.9M reactions from USPTO patents (1976-2016). The task is: Predict the product of the given reaction. (1) Given the reactants CO[CH:3]1[O:9][C@H:8]([CH3:10])[C@@H:6]([OH:7])[C@H:4]1[OH:5].[C:11]([O-:14])(=[O:13])[CH3:12].[Na+].[C:16](OC(=O)C)(=[O:18])[CH3:17].[CH2:23]([O:27]CCCC)[CH2:24]CC.N1C=CC=CC=1.S(=O)(=O)(O)O.C(=O)(O)[O-].[Na+], predict the reaction product. The product is: [C:11]([O:14][CH:3]1[O:9][C@H:8]([CH3:10])[C@@H:6]([O:7][C:23](=[O:27])[CH3:24])[C@H:4]1[O:5][C:16](=[O:18])[CH3:17])(=[O:13])[CH3:12]. (2) Given the reactants Cl.[NH2:2][C:3]1([CH3:23])[CH2:8][CH2:7][N:6]([CH2:9][C@@H:10]([C:12]2[C:13]([CH3:22])=[C:14]3[C:18](=[CH:19][CH:20]=2)[C:17](=[O:21])[O:16][CH2:15]3)[OH:11])[CH2:5][CH2:4]1.[C:24]([C:26]1[CH:27]=[CH:28][C:29]([C:32](O)=[O:33])=[N:30][CH:31]=1)#[N:25], predict the reaction product. The product is: [C:24]([C:26]1[CH:27]=[CH:28][C:29]([C:32]([NH:2][C:3]2([CH3:23])[CH2:8][CH2:7][N:6]([CH2:9][C@H:10]([OH:11])[C:12]3[C:13]([CH3:22])=[C:14]4[C:18](=[CH:19][CH:20]=3)[C:17](=[O:21])[O:16][CH2:15]4)[CH2:5][CH2:4]2)=[O:33])=[N:30][CH:31]=1)#[N:25]. (3) Given the reactants Cl([O-])=O.[Na+].O.P([O-])(O)(O)=O.[Na+].[CH2:12]([O:15][C:16]1[C:17]([CH:48]=[O:49])=[C:18]([CH:41]=[CH:42][C:43]=1[C:44]([F:47])([F:46])[F:45])[CH2:19][O:20][C:21]1[CH:26]=[CH:25][C:24]([C:27]2[CH:32]=[CH:31][C:30]([CH2:33][C:34]([O:36][CH2:37][CH:38]=[CH2:39])=[O:35])=[CH:29][CH:28]=2)=[CH:23][C:22]=1[F:40])[CH:13]=[CH2:14].CC(=CC)C.S([O-])([O-])(=[O:57])=S.[Na+].[Na+].Cl, predict the reaction product. The product is: [CH2:12]([O:15][C:16]1[C:43]([C:44]([F:46])([F:47])[F:45])=[CH:42][CH:41]=[C:18]([CH2:19][O:20][C:21]2[CH:26]=[CH:25][C:24]([C:27]3[CH:28]=[CH:29][C:30]([CH2:33][C:34]([O:36][CH2:37][CH:38]=[CH2:39])=[O:35])=[CH:31][CH:32]=3)=[CH:23][C:22]=2[F:40])[C:17]=1[C:48]([OH:57])=[O:49])[CH:13]=[CH2:14]. (4) Given the reactants [NH2:1][C@@H:2]1[CH2:6][N:5]([C:7]2[CH:8]=[CH:9][C:10]3[O:11][CH2:12][C:13](=[O:17])[NH:14][C:15]=3[N:16]=2)[C:4](=[O:18])[CH2:3]1.[CH3:19][O:20][C:21]1[CH:30]=[C:29]2[C:24]([N:25]=[CH:26][C:27](=[O:35])[N:28]2[CH2:31][CH2:32][CH:33]=O)=[CH:23][CH:22]=1.C(O[BH-](OC(=O)C)OC(=O)C)(=O)C.[Na+], predict the reaction product. The product is: [CH3:19][O:20][C:21]1[CH:30]=[C:29]2[C:24]([N:25]=[CH:26][C:27](=[O:35])[N:28]2[CH2:31][CH2:32][CH2:33][NH:1][C@@H:2]2[CH2:6][N:5]([C:7]3[CH:8]=[CH:9][C:10]4[O:11][CH2:12][C:13](=[O:17])[NH:14][C:15]=4[N:16]=3)[C:4](=[O:18])[CH2:3]2)=[CH:23][CH:22]=1. (5) Given the reactants [OH:1]N1C(=O)CCC1=O.[CH:9]1([C:15]2C=[CH:19][CH:18]=[CH:17][CH:16]=2)[CH2:14][CH2:13][CH2:12][CH2:11][CH2:10]1.[C:21](=[O:23])=[O:22].O=O, predict the reaction product. The product is: [C:15]([CH2:16][CH2:17][CH2:18][CH2:19][C:21]([OH:23])=[O:22])(=[O:1])[C:9]1[CH:14]=[CH:13][CH:12]=[CH:11][CH:10]=1. (6) Given the reactants F[P-](F)(F)(F)(F)F.[N:8]1(O[P+](N(C)C)(N(C)C)N(C)C)[C:12]2[CH:13]=[CH:14][CH:15]=[CH:16]C=2N=N1.N1CCCCC1.C[N:35]([CH:37]=[O:38])C, predict the reaction product. The product is: [N:8]1([C:37]([NH2:35])=[O:38])[CH2:12][CH2:13][CH2:14][CH2:15][CH2:16]1. (7) Given the reactants [N:1]1[CH:6]=[CH:5][C:4]([CH2:7][CH2:8][NH:9][C:10](=[O:12])[CH3:11])=[CH:3][CH:2]=1.[F:13][C:14]1[CH:21]=[CH:20][C:17]([CH2:18]Br)=[CH:16][CH:15]=1, predict the reaction product. The product is: [F:13][C:14]1[CH:21]=[CH:20][C:17]([CH2:18][N:9]([CH2:8][CH2:7][C:4]2[CH:5]=[CH:6][N:1]=[CH:2][CH:3]=2)[C:10](=[O:12])[CH3:11])=[CH:16][CH:15]=1.